Predict the reaction yield, written as a fraction of the theoretical maximum amount of product (1.0 means a 100% yield; for example, 0.34 means a 34% yield). From a dataset of Reaction yield outcomes from USPTO patents with 853,638 reactions. (1) The catalyst is O1CCOCC1. The yield is 0.442. The reactants are [CH3:1][O:2][C:3]1[CH:4]=[C:5]([C:11]2([CH2:17][NH2:18])[CH2:16][CH2:15][CH2:14][CH2:13][CH2:12]2)[CH:6]=[CH:7][C:8]=1[O:9][CH3:10].[O:19]1[C:23]2[CH:24]=[CH:25][CH:26]=[CH:27][C:22]=2[CH:21]=[C:20]1[C:28](Cl)=[O:29].C(N(CC)CC)C. The product is [CH3:1][O:2][C:3]1[CH:4]=[C:5]([C:11]2([CH2:17][NH:18][C:28]([C:20]3[O:19][C:23]4[CH:24]=[CH:25][CH:26]=[CH:27][C:22]=4[CH:21]=3)=[O:29])[CH2:12][CH2:13][CH2:14][CH2:15][CH2:16]2)[CH:6]=[CH:7][C:8]=1[O:9][CH3:10]. (2) The reactants are [NH2:1][C:2]1[CH:7]=[CH:6][CH:5]=[CH:4][CH:3]=1.S(S([O-])=O)([O-])=O.[Na+].[Na+].C(=O)([O-])O.[Na+].[F:21][C:22]([F:31])([F:30])[C:23](I)([F:28])[C:24]([F:27])([F:26])[F:25]. The catalyst is S([O-])(O)(=O)=O.C([N+](CCCC)(CCCC)CCCC)CCC.O.COC(C)(C)C. The product is [F:28][C:23]([C:5]1[CH:6]=[CH:7][C:2]([NH2:1])=[CH:3][CH:4]=1)([C:24]([F:27])([F:26])[F:25])[C:22]([F:31])([F:30])[F:21]. The yield is 0.710. (3) The reactants are [CH3:1][O:2][C:3]([NH:5][C@H:6]([C:10]([N:12]1[C@@H:16]([CH3:17])[CH2:15][CH2:14][C@H:13]1[C:18]1[NH:22][C:21]2[C:23]3[C:28]([CH:29]=[CH:30][C:20]=2[N:19]=1)=[CH:27][C:26]1[C:31]2[C:36]([CH2:37][O:38][C:25]=1[CH:24]=3)=[CH:35][C:34]([C:39]1[NH:43][C:42]([C@@H:44]3[CH2:48][C@H:47]([CH2:49][O:50][CH3:51])[CH2:46][N:45]3C(OC(C)(C)C)=O)=[N:41][CH:40]=1)=[CH:33][CH:32]=2)=[O:11])[CH:7]([CH3:9])[CH3:8])=[O:4].[CH3:59][O:60][C@H:61]([CH3:71])[C@H:62]([NH:66][C:67]([O:69][CH3:70])=[O:68])[C:63]([OH:65])=O.CN(C(ON1N=NC2C=CC=NC1=2)=[N+](C)C)C.F[P-](F)(F)(F)(F)F.CN1CCOCC1. The catalyst is Cl.CCO.CN(C=O)C. The product is [CH3:59][O:60][C@@H:61]([CH3:71])[C@H:62]([NH:66][C:67]([O:69][CH3:70])=[O:68])[C:63]([N:45]1[CH2:46][C@@H:47]([CH2:49][O:50][CH3:51])[CH2:48][C@H:44]1[C:42]1[NH:43][C:39]([C:34]2[CH:35]=[C:36]3[CH2:37][O:38][C:25]4[CH:24]=[C:23]5[C:28]([CH:29]=[CH:30][C:20]6[N:19]=[C:18]([C@@H:13]7[CH2:14][CH2:15][C@H:16]([CH3:17])[N:12]7[C:10](=[O:11])[C@@H:6]([NH:5][C:3](=[O:4])[O:2][CH3:1])[CH:7]([CH3:9])[CH3:8])[NH:22][C:21]=65)=[CH:27][C:26]=4[C:31]3=[CH:32][CH:33]=2)=[CH:40][N:41]=1)=[O:65]. The yield is 0.590. (4) The reactants are [CH3:1][O:2][C:3]1[CH:8]=[CH:7][CH:6]=[CH:5][C:4]=1[SH:9].F[C:11]1[CH:16]=[CH:15][CH:14]=[CH:13][C:12]=1[N+:17]([O-:19])=[O:18].[CH3:20][O:21][C:22]1[CH:27]=[CH:26][CH:25]=[CH:24][C:23]=1[S:28][C:29]1[CH:35]=[CH:34][CH:33]=[CH:32][C:30]=1[NH2:31].[NH2:36][C:37]1[S:38][CH:39]=[CH:40][N:41]=1. No catalyst specified. The product is [CH3:1][O:2][C:3]1[CH:8]=[CH:7][CH:6]=[CH:5][C:4]=1[S:9][C:11]1[CH:16]=[CH:15][CH:14]=[CH:13][C:12]=1[N+:17]([O-:19])=[O:18].[CH3:20][O:21][C:22]1[CH:27]=[CH:26][CH:25]=[CH:24][C:23]=1[S:28][C:29]1[CH:35]=[CH:34][CH:33]=[CH:32][C:30]=1[NH:31][C:1]([NH:36][C:37]1[S:38][CH:39]=[CH:40][N:41]=1)=[O:2]. The yield is 0.820. (5) The catalyst is ClCCl. The product is [Cl:1][C:2]1[N:6]([CH3:7])[N:5]=[CH:4][C:3]=1[C@@H:8]([NH:9][S@@:10]([C:12]([CH3:15])([CH3:14])[CH3:13])=[O:11])[CH3:16]. The yield is 0.530. The reactants are [Cl:1][C:2]1[N:6]([CH3:7])[N:5]=[CH:4][C:3]=1/[CH:8]=[N:9]/[S@@:10]([C:12]([CH3:15])([CH3:14])[CH3:13])=[O:11].[CH3:16][Mg]Br.[Cl-].[NH4+]. (6) The catalyst is C1(OC)CCCC1. The product is [CH3:34][C:2]1[N:7]=[CH:6][C:5]([S:8]([C:11]2[N:15]([C:16]3[CH:21]=[CH:20][CH:19]=[C:18]([F:22])[C:17]=3[F:23])[N:14]=[C:13]([CH2:24][N:25]([CH3:33])[C:26](=[O:32])[O:27][C:28]([CH3:29])([CH3:30])[CH3:31])[CH:12]=2)(=[O:10])=[O:9])=[CH:4][CH:3]=1. The yield is 0.150. The reactants are Cl[C:2]1[N:7]=[CH:6][C:5]([S:8]([C:11]2[N:15]([C:16]3[CH:21]=[CH:20][CH:19]=[C:18]([F:22])[C:17]=3[F:23])[N:14]=[C:13]([CH2:24][N:25]([CH3:33])[C:26](=[O:32])[O:27][C:28]([CH3:31])([CH3:30])[CH3:29])[CH:12]=2)(=[O:10])=[O:9])=[CH:4][CH:3]=1.[C:34](=O)([O-])[O-].[K+].[K+].CB(O)O. (7) The product is [N:17]([CH:6]([CH3:16])[CH2:7][NH:8][C:9](=[O:10])[O:11][C:12]([CH3:15])([CH3:14])[CH3:13])=[N+:18]=[N-:19]. The catalyst is CN(C=O)C.O. The yield is 0.886. The reactants are CS(O[CH:6]([CH3:16])[CH2:7][NH:8][C:9]([O:11][C:12]([CH3:15])([CH3:14])[CH3:13])=[O:10])(=O)=O.[N-:17]=[N+:18]=[N-:19].[Na+].